From a dataset of Acute oral toxicity (LD50) regression data from Zhu et al.. Regression/Classification. Given a drug SMILES string, predict its toxicity properties. Task type varies by dataset: regression for continuous values (e.g., LD50, hERG inhibition percentage) or binary classification for toxic/non-toxic outcomes (e.g., AMES mutagenicity, cardiotoxicity, hepatotoxicity). Dataset: ld50_zhu. (1) The drug is C1COCO1. The rat oral LD50 is 1.39, given as -log10 of the dose in mol/kg body weight (higher means more acutely toxic). (2) The drug is Cc1[nH]c(=O)n(C(C)C)c(=O)c1Br. The rat oral LD50 is 1.86, given as -log10 of the dose in mol/kg body weight (higher means more acutely toxic). (3) The molecule is CCC1(CC)Oc2cccc(OC(=O)N(C)C(C)=O)c2O1. The rat oral LD50 is 2.89, given as -log10 of the dose in mol/kg body weight (higher means more acutely toxic). (4) The drug is Cc1cc(=O)nc(C(C)C)[nH]1. The rat oral LD50 is 1.75, given as -log10 of the dose in mol/kg body weight (higher means more acutely toxic). (5) The drug is CCCOc1ccc(C(O)=S)c(CC)c1OC. The rat oral LD50 is 2.42, given as -log10 of the dose in mol/kg body weight (higher means more acutely toxic). (6) The compound is CCOP(=O)(OP(=O)(OCC)N(C)C)N(C)C. The rat oral LD50 is 4.37, given as -log10 of the dose in mol/kg body weight (higher means more acutely toxic).